This data is from Reaction yield outcomes from USPTO patents with 853,638 reactions. The task is: Predict the reaction yield, written as a fraction of the theoretical maximum amount of product (1.0 means a 100% yield; for example, 0.34 means a 34% yield). (1) The reactants are Br[CH2:2][C:3]1[CH:8]=[CH:7][C:6]([C:9]2[CH:14]=[C:13]([N:15]([CH2:22][CH3:23])[CH:16]3[CH2:21][CH2:20][O:19][CH2:18][CH2:17]3)[C:12]([CH3:24])=[C:11]([C:25]([NH:27][CH2:28][C:29]3[C:30](=[O:37])[NH:31][C:32]([CH3:36])=[CH:33][C:34]=3[CH3:35])=[O:26])[CH:10]=2)=[CH:5][CH:4]=1.[NH:38]1[CH2:43][CH2:42][O:41][CH2:40][C:39]1=[O:44].[H-].[Na+]. The catalyst is CN(C=O)C. The product is [CH3:35][C:34]1[CH:33]=[C:32]([CH3:36])[NH:31][C:30](=[O:37])[C:29]=1[CH2:28][NH:27][C:25]([C:11]1[CH:10]=[C:9]([C:6]2[CH:7]=[CH:8][C:3]([CH2:2][N:38]3[CH2:43][CH2:42][O:41][CH2:40][C:39]3=[O:44])=[CH:4][CH:5]=2)[CH:14]=[C:13]([N:15]([CH2:22][CH3:23])[CH:16]2[CH2:17][CH2:18][O:19][CH2:20][CH2:21]2)[C:12]=1[CH3:24])=[O:26]. The yield is 0.290. (2) The reactants are [C:1]([O:5][C:6](=[O:17])[NH:7][C:8]1[CH:13]=[CH:12][C:11]([CH2:14][CH2:15][OH:16])=[CH:10][CH:9]=1)([CH3:4])([CH3:3])[CH3:2].[CH2:18]([O:20][C:21](=[O:34])[CH:22]([O:31][CH2:32][CH3:33])[CH2:23][C:24]1[CH:29]=[CH:28][C:27](O)=[CH:26][CH:25]=1)[CH3:19].N(C(N1CCCCC1)=O)=NC(N1CCCCC1)=O.C1(P(C2C=CC=CC=2)C2C=CC=CC=2)C=CC=CC=1. The catalyst is ClCCl. The product is [CH2:18]([O:20][C:21](=[O:34])[CH:22]([O:31][CH2:32][CH3:33])[CH2:23][C:24]1[CH:29]=[CH:28][C:27]([O:16][CH2:15][CH2:14][C:11]2[CH:10]=[CH:9][C:8]([NH:7][C:6]([O:5][C:1]([CH3:4])([CH3:2])[CH3:3])=[O:17])=[CH:13][CH:12]=2)=[CH:26][CH:25]=1)[CH3:19]. The yield is 0.890. (3) The reactants are [CH:1]1([C@H:7]([NH:12][C:13]([C:15]2[CH:20]=[CH:19][C:18]([C:21]3[CH:26]=[C:25]([F:27])[CH:24]=[C:23]([F:28])[CH:22]=3)=[CH:17][C:16]=2[N+:29]([O-])=O)=[O:14])[C:8]([O:10][CH3:11])=[O:9])[CH2:6][CH2:5][CH2:4][CH2:3][CH2:2]1. The catalyst is [Pd].C(O)C. The product is [NH2:29][C:16]1[CH:17]=[C:18]([C:21]2[CH:22]=[C:23]([F:28])[CH:24]=[C:25]([F:27])[CH:26]=2)[CH:19]=[CH:20][C:15]=1[C:13]([NH:12][C@@H:7]([CH:1]1[CH2:2][CH2:3][CH2:4][CH2:5][CH2:6]1)[C:8]([O:10][CH3:11])=[O:9])=[O:14]. The yield is 0.890. (4) The reactants are C([O:3][C:4]([C:6]1[S:10][C:9]([N:11]2[CH2:16][CH2:15][N:14]([C:17]([O:19][C:20]([CH3:23])([CH3:22])[CH3:21])=[O:18])[CH2:13][CH2:12]2)=[N:8][CH:7]=1)=[O:5])C.[OH-].[K+].C(OCC)C. The catalyst is C(O)C. The product is [C:4]([C:6]1[S:10][C:9]([N:11]2[CH2:16][CH2:15][N:14]([C:17]([O:19][C:20]([CH3:23])([CH3:22])[CH3:21])=[O:18])[CH2:13][CH2:12]2)=[N:8][CH:7]=1)([OH:5])=[O:3]. The yield is 0.560. (5) The reactants are [NH2:1][C:2]1[CH:3]=[C:4]([CH:21]=[CH:22][CH:23]=1)[O:5][C:6]1[CH:7]=[CH:8][C:9]2[N:10]([CH:12]=[C:13]([NH:15][C:16]([CH:18]3[CH2:20][CH2:19]3)=[O:17])[N:14]=2)[N:11]=1.[CH3:24][S:25]([CH2:28][C:29](O)=[O:30])(=[O:27])=[O:26].Cl.CN(C)CCCN=C=NCC.ON1C2C=CC=CC=2N=N1.C(N(CC)CC)C. The catalyst is CN(C)C=O. The product is [CH3:24][S:25]([CH2:28][C:29]([NH:1][C:2]1[CH:3]=[C:4]([CH:21]=[CH:22][CH:23]=1)[O:5][C:6]1[CH:7]=[CH:8][C:9]2[N:10]([CH:12]=[C:13]([NH:15][C:16]([CH:18]3[CH2:20][CH2:19]3)=[O:17])[N:14]=2)[N:11]=1)=[O:30])(=[O:27])=[O:26]. The yield is 0.630. (6) The reactants are S(Cl)(Cl)=O.[N+:5]([C:8]1[NH:12][N:11]=[C:10]([C:13]([OH:15])=[O:14])[CH:9]=1)([O-:7])=[O:6].[CH3:16]O. No catalyst specified. The product is [CH3:16][O:14][C:13]([C:10]1[CH:9]=[C:8]([N+:5]([O-:7])=[O:6])[NH:12][N:11]=1)=[O:15]. The yield is 0.880. (7) The product is [NH2:27][C:16]1[N:17]=[C:18]([N:21]2[CH2:22][CH2:23][N:24]([C:35](=[O:36])[CH2:34][O:33][C:32]3[CH:38]=[CH:39][C:29]([Cl:28])=[CH:30][CH:31]=3)[CH2:25][CH2:26]2)[C:19]2[N:20]=[C:12]([CH2:11][CH2:10][CH2:9][CH2:8][C:5]3[CH:6]=[CH:7][C:2]([F:1])=[CH:3][CH:4]=3)[S:13][C:14]=2[N:15]=1. The yield is 0.230. The reactants are [F:1][C:2]1[CH:7]=[CH:6][C:5]([CH2:8][CH2:9][CH2:10][CH2:11][C:12]2[S:13][C:14]3[N:15]=[C:16]([NH2:27])[N:17]=[C:18]([N:21]4[CH2:26][CH2:25][NH:24][CH2:23][CH2:22]4)[C:19]=3[N:20]=2)=[CH:4][CH:3]=1.[Cl:28][C:29]1[CH:39]=[CH:38][C:32]([O:33][CH2:34][C:35](O)=[O:36])=[CH:31][CH:30]=1. No catalyst specified.